From a dataset of Catalyst prediction with 721,799 reactions and 888 catalyst types from USPTO. Predict which catalyst facilitates the given reaction. (1) Reactant: CI.[CH3:3][O:4][C:5]1[CH:10]=[CH:9][C:8]([CH2:11][N:12]2[C:20]3[CH:19]=[CH:18][CH:17]=[C:16]([NH:21][C:22]4[CH:27]=[CH:26][N:25]=[C:24]([S:28][CH3:29])[N:23]=4)[C:15]=3[C:14]([CH3:30])=[N:13]2)=[CH:7][CH:6]=1.[C:31](=O)([O-])[O-].[Cs+].[Cs+]. Product: [CH3:3][O:4][C:5]1[CH:10]=[CH:9][C:8]([CH2:11][N:12]2[C:20]3[CH:19]=[CH:18][CH:17]=[C:16]([N:21]([CH3:31])[C:22]4[CH:27]=[CH:26][N:25]=[C:24]([S:28][CH3:29])[N:23]=4)[C:15]=3[C:14]([CH3:30])=[N:13]2)=[CH:7][CH:6]=1. The catalyst class is: 10. (2) Product: [C:1]([NH:4][CH2:5][C@@H:6]1[O:10][C:9](=[O:11])[N:8]([C:12]2[CH:17]=[CH:16][C:15]([S:18][CH3:19])=[C:14]([F:22])[CH:13]=2)[CH2:7]1)(=[O:3])[CH3:2]. Reactant: [C:1]([NH:4][CH2:5][C@@H:6]1[O:10][C:9](=[O:11])[N:8]([C:12]2[CH:17]=[CH:16][C:15]([S:18][C:19](=O)C)=[C:14]([F:22])[CH:13]=2)[CH2:7]1)(=[O:3])[CH3:2].CI. The catalyst class is: 60. (3) The catalyst class is: 46. Product: [NH2:17][C:15]1[C:16]2[C:8]([C:5]3[CH:4]=[CH:3][C:2]([NH:1][S:30]([C:24]4[CH:29]=[CH:28][CH:27]=[CH:26][CH:25]=4)(=[O:32])=[O:31])=[CH:7][CH:6]=3)=[CH:9][O:10][C:11]=2[N:12]=[CH:13][N:14]=1. Reactant: [NH2:1][C:2]1[CH:7]=[CH:6][C:5]([C:8]2[C:16]3[C:15]([NH2:17])=[N:14][CH:13]=[N:12][C:11]=3[O:10][CH:9]=2)=[CH:4][CH:3]=1.N1C=CC=CC=1.[C:24]1([S:30](Cl)(=[O:32])=[O:31])[CH:29]=[CH:28][CH:27]=[CH:26][CH:25]=1. (4) Reactant: [CH3:1][C:2]1[CH:3]=[C:4]([NH2:10])[C:5]([NH2:9])=[CH:6][C:7]=1[CH3:8].[F:11][C:12]1[CH:20]=[CH:19][CH:18]=[C:17]2[C:13]=1[C:14]([CH:21]=O)=[N:15][NH:16]2. Product: [CH3:1][C:2]1[C:7]([CH3:8])=[CH:6][C:5]2[NH:9][C:21]([C:14]3[C:13]4[C:17](=[CH:18][CH:19]=[CH:20][C:12]=4[F:11])[NH:16][N:15]=3)=[N:10][C:4]=2[CH:3]=1. The catalyst class is: 42. (5) Reactant: Br[C:2]1[CH:22]=[CH:21][C:5]([O:6][CH2:7][CH:8]2[CH2:13][CH2:12][N:11]([C:14]([O:16][C:17]([CH3:20])([CH3:19])[CH3:18])=[O:15])[CH2:10][CH2:9]2)=[CH:4][CH:3]=1.[CH3:23][S:24]([C:27]1[CH:32]=[CH:31][C:30](B(O)O)=[CH:29][CH:28]=1)(=[O:26])=[O:25].C([O-])([O-])=O.[Cs+].[Cs+]. Product: [CH3:23][S:24]([C:27]1[CH:32]=[CH:31][C:30]([C:2]2[CH:22]=[CH:21][C:5]([O:6][CH2:7][CH:8]3[CH2:13][CH2:12][N:11]([C:14]([O:16][C:17]([CH3:20])([CH3:19])[CH3:18])=[O:15])[CH2:10][CH2:9]3)=[CH:4][CH:3]=2)=[CH:29][CH:28]=1)(=[O:26])=[O:25]. The catalyst class is: 149. (6) Reactant: [Br:1][C:2]1[C:3]([N:18]2[CH2:23][CH2:22][CH:21]([CH3:24])[CH2:20][CH2:19]2)=[C:4]([C@H:10]([OH:17])[C:11]([O:13][CH:14]([CH3:16])[CH3:15])=[O:12])[C:5]([CH3:9])=[N:6][C:7]=1[CH3:8]. Product: [Br:1][C:2]1[C:3]([N:18]2[CH2:23][CH2:22][CH:21]([CH3:24])[CH2:20][CH2:19]2)=[C:4]([C@H:10]([O:17][C:4]([CH3:10])([CH3:5])[CH3:3])[C:11]([O:13][CH:14]([CH3:16])[CH3:15])=[O:12])[C:5]([CH3:9])=[N:6][C:7]=1[CH3:8]. The catalyst class is: 2. (7) Reactant: [F:1][C:2]1([F:23])[C:10]2([C:18]3[C:13](=[N:14][CH:15]=[CH:16][CH:17]=3)[NH:12][C:11]2=[O:19])[CH2:9][C:8]2[C:3]1=[CH:4][C:5]([N+:20]([O-])=O)=[CH:6][CH:7]=2. Product: [NH2:20][C:5]1[CH:4]=[C:3]2[C:8]([CH2:9][C:10]3([C:2]2([F:23])[F:1])[C:18]2[C:13](=[N:14][CH:15]=[CH:16][CH:17]=2)[NH:12][C:11]3=[O:19])=[CH:7][CH:6]=1. The catalyst class is: 43.